Dataset: Reaction yield outcomes from USPTO patents with 853,638 reactions. Task: Predict the reaction yield, written as a fraction of the theoretical maximum amount of product (1.0 means a 100% yield; for example, 0.34 means a 34% yield). (1) The reactants are [CH2:1]([C@@H:8]1[CH2:12][O:11][C:10](=[O:13])[N:9]1[C:14](=[O:42])[C@H:15]([CH2:19][S:20](N1CCN(C2N=CC(C3C=CC(F)=CC=3)=CN=2)CC1)(=[O:22])=[O:21])[CH:16]([CH3:18])[CH3:17])[C:2]1[CH:7]=[CH:6][CH:5]=[CH:4][CH:3]=1.Cl.Cl.[N:45]1([C:51]2[N:56]=[CH:55][C:54]([C:57]3[CH:62]=[CH:61][C:60]([C:63]([F:66])([F:65])[F:64])=[CH:59][CH:58]=3)=[CH:53][N:52]=2)[CH2:50][CH2:49][NH:48][CH2:47][CH2:46]1.C([C@@H]1COC(=O)N1C(=O)[C@H](CS(Cl)(=O)=O)C(C)C)C1C=CC=CC=1. No catalyst specified. The product is [CH2:1]([C@@H:8]1[CH2:12][O:11][C:10](=[O:13])[N:9]1[C:14](=[O:42])[C@H:15]([CH2:19][S:20]([N:48]1[CH2:49][CH2:50][N:45]([C:51]2[N:52]=[CH:53][C:54]([C:57]3[CH:58]=[CH:59][C:60]([C:63]([F:64])([F:66])[F:65])=[CH:61][CH:62]=3)=[CH:55][N:56]=2)[CH2:46][CH2:47]1)(=[O:22])=[O:21])[CH:16]([CH3:18])[CH3:17])[C:2]1[CH:7]=[CH:6][CH:5]=[CH:4][CH:3]=1. The yield is 0.860. (2) The reactants are [C:1]([O:5][C:6]([N:8]1[C:16]2[C:11](=[CH:12][C:13]([CH2:17][CH:18]([NH2:23])[C:19]([O:21][CH3:22])=[O:20])=[CH:14][CH:15]=2)[CH:10]=[N:9]1)=[O:7])([CH3:4])([CH3:3])[CH3:2].C1C(=O)N(OC(ON2C(=O)CCC2=O)=O)[C:26](=[O:27])C1.C(N(CC)C(C)C)(C)C.[NH:51]1[CH2:56][CH2:55][CH:54]([N:57]2[CH2:66][C:65]3[C:60](=[CH:61][CH:62]=[CH:63][CH:64]=3)[NH:59][C:58]2=[O:67])[CH2:53][CH2:52]1. The catalyst is C(Cl)Cl. The product is [C:1]([O:5][C:6]([N:8]1[C:16]2[C:11](=[CH:12][C:13]([CH2:17][CH:18]([C:19]([O:21][CH3:22])=[O:20])[NH:23][C:26]([N:51]3[CH2:52][CH2:53][CH:54]([N:57]4[CH2:66][C:65]5[C:60](=[CH:61][CH:62]=[CH:63][CH:64]=5)[NH:59][C:58]4=[O:67])[CH2:55][CH2:56]3)=[O:27])=[CH:14][CH:15]=2)[CH:10]=[N:9]1)=[O:7])([CH3:3])([CH3:4])[CH3:2]. The yield is 0.470.